From a dataset of Catalyst prediction with 721,799 reactions and 888 catalyst types from USPTO. Predict which catalyst facilitates the given reaction. (1) Reactant: [OH:1][CH:2](CO)[CH2:3][C@H:4]([NH:15][C:16]([C:18]1[C:19]2[CH:26]=[N:25][N:24]([C:27]3[CH:32]=[CH:31][C:30]([F:33])=[CH:29][CH:28]=3)[C:20]=2[CH:21]=[N:22][CH:23]=1)=[O:17])[C:5]1[CH:10]=[CH:9][N:8]=[C:7]([S:11]([CH3:14])(=[O:13])=[O:12])[CH:6]=1. The catalyst class is: 95. Product: [CH3:14][S:11]([C:7]1[CH:6]=[C:5]([C@@H:4]([NH:15][C:16]([C:18]2[C:19]3[CH:26]=[N:25][N:24]([C:27]4[CH:28]=[CH:29][C:30]([F:33])=[CH:31][CH:32]=4)[C:20]=3[CH:21]=[N:22][CH:23]=2)=[O:17])[CH2:3][CH:2]=[O:1])[CH:10]=[CH:9][N:8]=1)(=[O:13])=[O:12]. (2) Reactant: C([O:3][C:4](=[O:20])[CH:5]([O:17][CH2:18][CH3:19])[CH2:6][C:7]1[CH:12]=[CH:11][C:10]([O:13][CH2:14][CH2:15][NH2:16])=[CH:9][CH:8]=1)C.[C:21](Cl)(=O)[CH2:22][CH2:23][CH2:24][CH3:25].FC1C(F)=C(F)C(F)=C2C(=O)OC(=O)C=12.[F:43][C:44]1[CH:49]=[C:48]([F:50])[CH:47]=[CH:46][C:45]=1[N:51]=[C:52]=[O:53]. Product: [F:43][C:44]1[CH:49]=[C:48]([F:50])[CH:47]=[CH:46][C:45]=1[NH:51][C:52](=[O:53])[N:16]([CH2:15][CH2:14][O:13][C:10]1[CH:9]=[CH:8][C:7]([CH2:6][CH:5]([O:17][CH2:18][CH3:19])[C:4]([OH:3])=[O:20])=[CH:12][CH:11]=1)[CH2:21][CH2:22][CH2:23][CH2:24][CH3:25]. The catalyst class is: 202. (3) The catalyst class is: 7. Product: [Br:15][C:10]1[CH:11]=[C:12]2[C:7](=[CH:8][CH:9]=1)[CH:6]=[C:5]([CH2:3][OH:2])[CH:14]=[CH:13]2. Reactant: C[O:2][C:3]([C:5]1[CH:14]=[CH:13][C:12]2[C:7](=[CH:8][CH:9]=[C:10]([Br:15])[CH:11]=2)[CH:6]=1)=O.[H-].[Al+3].[Li+].[H-].[H-].[H-]. (4) Reactant: [CH3:1][O:2][CH2:3][C@H:4]([CH3:32])[O:5][C:6]1[CH:7]=[C:8]([CH:19]=[C:20]([C:22]2[NH:23][C:24]([C:27]3[S:28][CH:29]=[CH:30][N:31]=3)=[CH:25][CH:26]=2)[CH:21]=1)[O:9][C:10]1[CH:15]=[CH:14][C:13]([C:16](=[O:18])[CH3:17])=[CH:12][CH:11]=1.[BH4-].[Na+].[Cl-].[NH4+]. Product: [CH3:1][O:2][CH2:3][C@H:4]([CH3:32])[O:5][C:6]1[CH:7]=[C:8]([CH:19]=[C:20]([C:22]2[NH:23][C:24]([C:27]3[S:28][CH:29]=[CH:30][N:31]=3)=[CH:25][CH:26]=2)[CH:21]=1)[O:9][C:10]1[CH:15]=[CH:14][C:13]([CH:16]([OH:18])[CH3:17])=[CH:12][CH:11]=1. The catalyst class is: 83.